Dataset: Forward reaction prediction with 1.9M reactions from USPTO patents (1976-2016). Task: Predict the product of the given reaction. (1) Given the reactants [CH3:1][O:2][C:3]1[CH:11]=[C:10]([O:12][CH3:13])[CH:9]=[CH:8][C:4]=1[C:5]([OH:7])=O.CN(C(ON1N=NC2C=CC=NC1=2)=[N+](C)C)C.F[P-](F)(F)(F)(F)F.C(N(C(C)C)C(C)C)C.[O:47]1[CH2:52][CH2:51][O:50][CH2:49][CH:48]1[C:53]1[C:61]2[S:60][C:59]([NH2:62])=[N:58][C:57]=2[C:56]([O:63][CH3:64])=[CH:55][CH:54]=1, predict the reaction product. The product is: [O:47]1[CH2:52][CH2:51][O:50][CH2:49][CH:48]1[C:53]1[C:61]2[S:60][C:59]([NH:62][C:5](=[O:7])[C:4]3[CH:8]=[CH:9][C:10]([O:12][CH3:13])=[CH:11][C:3]=3[O:2][CH3:1])=[N:58][C:57]=2[C:56]([O:63][CH3:64])=[CH:55][CH:54]=1. (2) Given the reactants [Cl:1][C:2]1[CH:3]=[CH:4][C:5]([C:8]2[CH:13]=[CH:12][C:11]([OH:14])=[CH:10][CH:9]=2)=[N:6][CH:7]=1.[CH2:15]([O:17][C:18]([C:20]1([CH2:34]I)[CH2:24][CH2:23][N:22]([C:25](=[O:33])[C:26]2[CH:31]=[CH:30][C:29]([F:32])=[CH:28][CH:27]=2)[CH2:21]1)=[O:19])[CH3:16], predict the reaction product. The product is: [CH2:15]([O:17][C:18]([C:20]1([CH2:34][O:14][C:11]2[CH:12]=[CH:13][C:8]([C:5]3[CH:4]=[CH:3][C:2]([Cl:1])=[CH:7][N:6]=3)=[CH:9][CH:10]=2)[CH2:24][CH2:23][N:22]([C:25](=[O:33])[C:26]2[CH:27]=[CH:28][C:29]([F:32])=[CH:30][CH:31]=2)[CH2:21]1)=[O:19])[CH3:16].